Task: Regression. Given a peptide amino acid sequence and an MHC pseudo amino acid sequence, predict their binding affinity value. This is MHC class II binding data.. Dataset: Peptide-MHC class II binding affinity with 134,281 pairs from IEDB (1) The peptide sequence is IPVSYTSSDDQITLI. The MHC is DRB1_0101 with pseudo-sequence DRB1_0101. The binding affinity (normalized) is 0.424. (2) The peptide sequence is RGLSSRKRRSHDVLT. The MHC is HLA-DQA10201-DQB10301 with pseudo-sequence HLA-DQA10201-DQB10301. The binding affinity (normalized) is 0. (3) The peptide sequence is ILFSYFQDLVITLPF. The MHC is HLA-DQA10101-DQB10501 with pseudo-sequence HLA-DQA10101-DQB10501. The binding affinity (normalized) is 0.726. (4) The peptide sequence is EPGKNPKNFQTMPGT. The MHC is DRB1_0101 with pseudo-sequence DRB1_0101. The binding affinity (normalized) is 0.510. (5) The peptide sequence is IVPPADKYRTFVATF. The MHC is DRB1_1501 with pseudo-sequence DRB1_1501. The binding affinity (normalized) is 0.366. (6) The peptide sequence is QDELIGRGRVSPGNG. The MHC is DRB1_0901 with pseudo-sequence DRB1_0901. The binding affinity (normalized) is 0.289.